From a dataset of NCI-60 drug combinations with 297,098 pairs across 59 cell lines. Regression. Given two drug SMILES strings and cell line genomic features, predict the synergy score measuring deviation from expected non-interaction effect. (1) Drug 1: C1CC(=O)NC(=O)C1N2CC3=C(C2=O)C=CC=C3N. Drug 2: CC(CN1CC(=O)NC(=O)C1)N2CC(=O)NC(=O)C2. Cell line: CCRF-CEM. Synergy scores: CSS=64.1, Synergy_ZIP=-3.21, Synergy_Bliss=-1.93, Synergy_Loewe=-5.10, Synergy_HSA=2.65. (2) Drug 1: C1C(C(OC1N2C=C(C(=O)NC2=O)F)CO)O. Drug 2: CC1=C(C(=O)C2=C(C1=O)N3CC4C(C3(C2COC(=O)N)OC)N4)N. Cell line: NCI-H522. Synergy scores: CSS=34.7, Synergy_ZIP=-6.55, Synergy_Bliss=-4.75, Synergy_Loewe=-5.08, Synergy_HSA=-1.88.